Dataset: Catalyst prediction with 721,799 reactions and 888 catalyst types from USPTO. Task: Predict which catalyst facilitates the given reaction. (1) Reactant: [C:1]([C:3]1[CH:8]=[CH:7][C:6](B(O)O)=[CH:5][C:4]=1[F:12])#[N:2].Br[C:14]1[CH:15]=[N:16][CH:17]=[C:18]([CH:21]=1)[CH:19]=[O:20].C(=O)([O-])[O-].[Na+].[Na+]. Product: [F:12][C:4]1[CH:5]=[C:6]([C:14]2[CH:15]=[N:16][CH:17]=[C:18]([CH:19]=[O:20])[CH:21]=2)[CH:7]=[CH:8][C:3]=1[C:1]#[N:2]. The catalyst class is: 233. (2) Reactant: [CH3:1][C:2]([O:9][C:10]1[NH:14][N:13]=[C:12]([CH3:15])[CH:11]=1)([CH3:8])[C:3]([O:5][CH2:6][CH3:7])=[O:4].[H-].[Na+].CS(O[CH2:23][CH2:24][C@H:25]1[O:31][C@H:30]([C:32]2[C:37](F)=[CH:36][CH:35]=[C:34]([O:39][CH3:40])[C:33]=2[O:41][CH3:42])[C:29]2[CH:43]=[C:44]([Cl:47])[CH:45]=[CH:46][C:28]=2[N:27]2[CH:48]=[CH:49][CH:50]=[C:26]12)(=O)=O. Product: [Cl:47][C:44]1[CH:45]=[CH:46][C:28]2[N:27]3[CH:48]=[CH:49][CH:50]=[C:26]3[C@@H:25]([CH2:24][CH2:23][N:13]3[C:12]([CH3:15])=[CH:11][C:10]([O:9][C:2]([CH3:1])([CH3:8])[C:3]([O:5][CH2:6][CH3:7])=[O:4])=[N:14]3)[O:31][C@H:30]([C:32]3[CH:37]=[CH:36][CH:35]=[C:34]([O:39][CH3:40])[C:33]=3[O:41][CH3:42])[C:29]=2[CH:43]=1. The catalyst class is: 711. (3) Reactant: I[C:2]1[CH:3]=[N:4][N:5]2[CH2:10][C@H:9]([CH3:11])[N:8]([C:12]([O:14][C:15]([CH3:18])([CH3:17])[CH3:16])=[O:13])[CH2:7][C:6]=12.C([Mg]Cl)(C)C.[O:24]=[C:25]([CH3:30])[C:26]([O:28][CH3:29])=[O:27]. Product: [OH:24][C:25]([C:2]1[CH:3]=[N:4][N:5]2[CH2:10][C@H:9]([CH3:11])[N:8]([C:12]([O:14][C:15]([CH3:18])([CH3:17])[CH3:16])=[O:13])[CH2:7][C:6]=12)([CH3:30])[C:26]([O:28][CH3:29])=[O:27]. The catalyst class is: 1. (4) Reactant: Cl.[NH2:2][C@H:3]1[CH2:8][CH2:7][C@H:6]([OH:9])[CH2:5][CH2:4]1.C[O-].[Na+].[F:13][C:14]([F:21])([F:20])[C:15](OCC)=[O:16]. Product: [F:13][C:14]([F:21])([F:20])[C:15]([NH:2][C@H:3]1[CH2:8][CH2:7][C@H:6]([OH:9])[CH2:5][CH2:4]1)=[O:16]. The catalyst class is: 12. (5) Product: [Cl:10][C:6]1[N:5]=[C:4]([S:11][CH3:12])[N:3]=[C:2]2[N:20]([CH2:22][CH2:23][OH:24])[N:21]=[CH:8][C:7]=12. The catalyst class is: 1. Reactant: Cl[C:2]1[C:7]([CH:8]=O)=[C:6]([Cl:10])[N:5]=[C:4]([S:11][CH3:12])[N:3]=1.C(N(CC)CC)C.[NH:20]([CH2:22][CH2:23][OH:24])[NH2:21]. (6) Reactant: [Br:1][C:2]1[CH:7]=[CH:6][C:5]([SH:8])=[CH:4][CH:3]=1.[H-].[Na+].[CH3:11][C:12]1([O:15][CH2:14]1)[CH3:13]. Product: [Br:1][C:2]1[CH:7]=[CH:6][C:5]([S:8][CH2:11][C:12]([CH3:14])([OH:15])[CH3:13])=[CH:4][CH:3]=1. The catalyst class is: 54. (7) Reactant: [C:1]([C:3]1[CH:8]=[CH:7][C:6]([NH:9][C:10](=[O:12])[CH3:11])=[CH:5][CH:4]=1)#[N:2].[Li]CCCC.[Cl:18][CH2:19][CH2:20][CH2:21][CH2:22]I. Product: [Cl:18][CH2:19][CH2:20][CH2:21][CH2:22][N:9]([C:6]1[CH:5]=[CH:4][C:3]([C:1]#[N:2])=[CH:8][CH:7]=1)[C:10](=[O:12])[CH3:11]. The catalyst class is: 134. (8) Reactant: [CH:1]([C:4]1[CH:5]=[CH:6][CH:7]=[C:8]2[C:13]=1[N:12]=[C:11]([C:14]([O:16][CH3:17])=[O:15])[CH:10]=[CH:9]2)([CH3:3])[CH3:2].[C:18](=O)([O-])[O-:19].[K+].[K+].CI.C(OCC)(=O)C.CCCCCC. Product: [CH:1]([C:4]1[CH:5]=[CH:6][CH:7]=[C:8]2[C:13]=1[N:12]=[C:11]([C:14]([O:16][CH3:17])=[O:15])[CH:10]=[C:9]2[O:19][CH3:18])([CH3:3])[CH3:2]. The catalyst class is: 9.